Dataset: Retrosynthesis with 50K atom-mapped reactions and 10 reaction types from USPTO. Task: Predict the reactants needed to synthesize the given product. (1) Given the product CCOC(=O)C(C)=Cc1ccc([N+](=O)[O-])cc1, predict the reactants needed to synthesize it. The reactants are: C=C(C)C(=O)OCC.O=[N+]([O-])c1ccc(Br)cc1. (2) The reactants are: BrCCCCCCBr.CN(C(=O)OC(C)(C)C)[C@H]1CC[C@H](O)CC1. Given the product CN(C(=O)OC(C)(C)C)[C@H]1CC[C@H](OCCCCCCBr)CC1, predict the reactants needed to synthesize it.